Dataset: Peptide-MHC class I binding affinity with 185,985 pairs from IEDB/IMGT. Task: Regression. Given a peptide amino acid sequence and an MHC pseudo amino acid sequence, predict their binding affinity value. This is MHC class I binding data. (1) The peptide sequence is ADSEITETY. The MHC is HLA-B45:01 with pseudo-sequence HLA-B45:01. The binding affinity (normalized) is 0.0993. (2) The binding affinity (normalized) is 0. The MHC is HLA-A66:01 with pseudo-sequence HLA-A66:01. The peptide sequence is DEHLRGFSM. (3) The peptide sequence is TTLPVNVAF. The MHC is HLA-A31:01 with pseudo-sequence HLA-A31:01. The binding affinity (normalized) is 0.0847. (4) The peptide sequence is MWAQDAAAMF. The MHC is HLA-B15:01 with pseudo-sequence HLA-B15:01. The binding affinity (normalized) is 0.375. (5) The peptide sequence is KQFPTAFEF. The MHC is Mamu-B3901 with pseudo-sequence Mamu-B3901. The binding affinity (normalized) is 0.639. (6) The MHC is HLA-A03:01 with pseudo-sequence HLA-A03:01. The peptide sequence is VLFMVAWGK. The binding affinity (normalized) is 0.286. (7) The peptide sequence is TIMSGLVFH. The MHC is Mamu-B8301 with pseudo-sequence Mamu-B8301. The binding affinity (normalized) is 0. (8) The peptide sequence is TQGYFPDWQNY. The MHC is HLA-A24:02 with pseudo-sequence HLA-A24:02. The binding affinity (normalized) is 0. (9) The MHC is HLA-A68:02 with pseudo-sequence HLA-A68:02. The binding affinity (normalized) is 0.331. The peptide sequence is PISDYSAEV.